This data is from Forward reaction prediction with 1.9M reactions from USPTO patents (1976-2016). The task is: Predict the product of the given reaction. (1) The product is: [F:29][C:24]1[CH:25]=[N:26][CH:27]=[CH:28][C:23]=1[C:17]1[N:16]=[C:15]([N:1]2[CH2:6][CH2:5][O:4][CH2:3][CH2:2]2)[N:20]([CH3:21])[C:19](=[O:22])[CH:18]=1. Given the reactants [NH:1]1[CH2:6][CH2:5][O:4][CH2:3][CH2:2]1.C(N(CC)CC)C.Cl[C:15]1[N:20]([CH3:21])[C:19](=[O:22])[CH:18]=[C:17]([C:23]2[CH:28]=[CH:27][N:26]=[CH:25][C:24]=2[F:29])[N:16]=1, predict the reaction product. (2) Given the reactants [CH:1]1[C:13]2[C:12](=[CH:14][C:15]([NH:17][CH2:18][CH2:19][CH2:20][CH2:21][CH2:22][C:23](O)=[O:24])=[O:16])[C:11]3[C:6](=[CH:7][CH:8]=[CH:9][CH:10]=3)[C:5]=2[CH:4]=[CH:3][CH:2]=1.Cl.C(N=C=NCCCN(C)C)C.OC1C2N=NNC=2C=CC=1.C(N(CC)CC)C.[Cl:55][C:56]1[CH:61]=[CH:60][C:59]([NH2:62])=[C:58]([NH2:63])[CH:57]=1, predict the reaction product. The product is: [CH:10]1[C:11]2[C:12](=[CH:14][C:15]([NH:17][CH2:18][CH2:19][CH2:20][CH2:21][CH2:22][C:23]([NH:62][C:59]3[CH:60]=[CH:61][C:56]([Cl:55])=[CH:57][C:58]=3[NH2:63])=[O:24])=[O:16])[C:13]3[C:5](=[CH:4][CH:3]=[CH:2][CH:1]=3)[C:6]=2[CH:7]=[CH:8][CH:9]=1. (3) Given the reactants [F-].C([N+:6]([CH2:15][CH2:16][CH2:17][CH3:18])([CH2:11][CH2:12][CH2:13][CH3:14])CCCC)CCC.[CH2:19]1[CH2:23][O:22][CH2:21][CH2:20]1, predict the reaction product. The product is: [N:6]1[C:11]([C@H:21]2[CH2:20][C@@H:19]2[CH2:23][OH:22])=[CH:12][CH:13]=[C:14]2[CH2:18][CH2:17][CH2:16][C:15]=12. (4) The product is: [OH:29][C:28]1[C:27]2[C:22](=[CH:23][CH:24]=[CH:25][CH:26]=2)[N:21]([N:30]2[C:31](=[O:40])[C:32]3[C:37](=[CH:36][CH:35]=[CH:34][CH:33]=3)[C:38]2=[O:39])[C:20](=[O:41])[C:19]=1[C:18]1[NH:1][C:2]2[S:3][CH:4]=[C:5]([CH2:11][O:12][CH2:13][O:14][CH3:15])[C:6]=2[S:7](=[O:8])(=[O:9])[N:10]=1. Given the reactants [NH2:1][C:2]1[S:3][CH:4]=[C:5]([CH2:11][O:12][CH2:13][O:14][CH3:15])[C:6]=1[S:7]([NH2:10])(=[O:9])=[O:8].CS[C:18](SC)=[C:19]1[C:28](=[O:29])[C:27]2[C:22](=[CH:23][CH:24]=[CH:25][CH:26]=2)[N:21]([N:30]2[C:38](=[O:39])[C:37]3[C:32](=[CH:33][CH:34]=[CH:35][CH:36]=3)[C:31]2=[O:40])[C:20]1=[O:41], predict the reaction product. (5) Given the reactants [Cl:1][C:2]1[CH:10]=[C:9]2[C:5]([C:6]([CH:11]=[O:12])=[CH:7][NH:8]2)=[CH:4][C:3]=1[C:13]1[CH:18]=[CH:17][C:16]([C:19]2([OH:23])[CH2:22][CH2:21][CH2:20]2)=[CH:15][CH:14]=1.CC(=CC)C.Cl([O-])=[O:30].[Na+].O.OP([O-])(O)=O.[Na+].[NH4+].[Cl-], predict the reaction product. The product is: [Cl:1][C:2]1[CH:10]=[C:9]2[C:5]([C:6]([C:11]([OH:30])=[O:12])=[CH:7][NH:8]2)=[CH:4][C:3]=1[C:13]1[CH:14]=[CH:15][C:16]([C:19]2([OH:23])[CH2:22][CH2:21][CH2:20]2)=[CH:17][CH:18]=1. (6) Given the reactants [N:1]1[CH:6]=[CH:5][CH:4]=[CH:3][CH:2]=1.[CH2:7]([Li])[CH2:8][CH2:9][CH3:10].[CH3:12][CH2:13][CH2:14]CCC.O1[CH2:22][CH2:21][CH2:20][CH2:19]1.O1CCC[CH2:24]1.[Cl-:28].[Cl-].[Cl-].[Cr+3:31], predict the reaction product. The product is: [Cl-:28].[Cl-:28].[N:1]1[CH:6]=[CH:5][CH:4]=[CH:3][C:2]=1[C:9]([C:8]1[C:7]2[C:21](=[CH:22][CH:12]=[CH:13][CH:14]=2)[CH:20]([Cr+2:31])[CH:19]=1)([CH3:24])[CH3:10]. (7) The product is: [F:4][C:5]1[C:10]([F:11])=[CH:9][CH:8]=[CH:7][C:6]=1[C@H:12]1[CH2:18][N:17]2[C:19]([CH:22]=[O:2])=[CH:20][N:21]=[C:16]2[C@H:15]([NH:23][C:24](=[O:30])[O:25][C:26]([CH3:27])([CH3:29])[CH3:28])[CH2:14][CH2:13]1. Given the reactants [Se](=O)=[O:2].[F:4][C:5]1[C:10]([F:11])=[CH:9][CH:8]=[CH:7][C:6]=1[C@H:12]1[CH2:18][N:17]2[C:19]([CH3:22])=[CH:20][N:21]=[C:16]2[C@H:15]([NH:23][C:24](=[O:30])[O:25][C:26]([CH3:29])([CH3:28])[CH3:27])[CH2:14][CH2:13]1, predict the reaction product. (8) Given the reactants C(OC([NH:8][CH2:9][C:10]1[CH:15]=[CH:14][C:13]([NH:16]/[C:17](=[C:24]2\[C:25](=[O:36])[NH:26][C:27]3[C:32]\2=[CH:31][C:30]([N+:33]([O-:35])=[O:34])=[CH:29][CH:28]=3)/[C:18]2[CH:23]=[CH:22][CH:21]=[CH:20][CH:19]=2)=[CH:12][CH:11]=1)=O)(C)(C)C.C(OCC)(=O)C.[ClH:43], predict the reaction product. The product is: [ClH:43].[NH2:8][CH2:9][C:10]1[CH:11]=[CH:12][C:13]([NH:16]/[C:17](=[C:24]2\[C:25](=[O:36])[NH:26][C:27]3[C:32]\2=[CH:31][C:30]([N+:33]([O-:35])=[O:34])=[CH:29][CH:28]=3)/[C:18]2[CH:19]=[CH:20][CH:21]=[CH:22][CH:23]=2)=[CH:14][CH:15]=1. (9) Given the reactants [Br:1][C:2]1[CH:10]=[CH:9][C:5]([C:6]([OH:8])=[O:7])=[C:4]([N+:11]([O-])=O)[CH:3]=1.[OH-].[Na+].NN, predict the reaction product. The product is: [Br:1][C:2]1[CH:3]=[C:4]([NH2:11])[C:5](=[CH:9][CH:10]=1)[C:6]([OH:8])=[O:7]. (10) Given the reactants C(OC(=O)[NH:7][C@@H:8]([CH3:19])[C@H:9]([OH:18])[C:10]1[CH:15]=[CH:14][CH:13]=[C:12]([O:16][CH3:17])[CH:11]=1)(C)(C)C.O.C(O)(C(F)(F)F)=O, predict the reaction product. The product is: [NH2:7][C@@H:8]([CH3:19])[C@@H:9]([C:10]1[CH:15]=[CH:14][CH:13]=[C:12]([O:16][CH3:17])[CH:11]=1)[OH:18].